This data is from NCI-60 drug combinations with 297,098 pairs across 59 cell lines. The task is: Regression. Given two drug SMILES strings and cell line genomic features, predict the synergy score measuring deviation from expected non-interaction effect. Drug 1: CS(=O)(=O)C1=CC(=C(C=C1)C(=O)NC2=CC(=C(C=C2)Cl)C3=CC=CC=N3)Cl. Drug 2: C1CC(C1)(C(=O)O)C(=O)O.[NH2-].[NH2-].[Pt+2]. Cell line: HOP-92. Synergy scores: CSS=41.3, Synergy_ZIP=-4.15, Synergy_Bliss=-1.18, Synergy_Loewe=-7.00, Synergy_HSA=-0.381.